Dataset: CYP2D6 inhibition data for predicting drug metabolism from PubChem BioAssay. Task: Regression/Classification. Given a drug SMILES string, predict its absorption, distribution, metabolism, or excretion properties. Task type varies by dataset: regression for continuous measurements (e.g., permeability, clearance, half-life) or binary classification for categorical outcomes (e.g., BBB penetration, CYP inhibition). Dataset: cyp2d6_veith. (1) The drug is OC1(c2ccc(Cl)cc2)CCN(Cc2c[nH]c3ccccc23)CC1. The result is 1 (inhibitor). (2) The drug is O=c1[nH][nH]cc1C=Nc1ccccc1O. The result is 0 (non-inhibitor). (3) The drug is Cc1cccc(N2CCN(c3ccc(NC(=O)/C=C(/C(=O)O)c4ccccc4)cc3)CC2)c1. The result is 0 (non-inhibitor). (4) The compound is CC(C)[C@@H](OCc1ccccc1)[C@H](C)/C=N\OC[C@@H](O)COCc1ccco1. The result is 0 (non-inhibitor).